From a dataset of Full USPTO retrosynthesis dataset with 1.9M reactions from patents (1976-2016). Predict the reactants needed to synthesize the given product. (1) Given the product [CH3:12][C:13]1[CH:14]=[C:15]([CH3:16])[N:1]([C:3]2[CH:4]=[CH:5][C:6]([C:7]([OH:9])=[O:8])=[CH:10][CH:11]=2)[N:2]=1, predict the reactants needed to synthesize it. The reactants are: [NH:1]([C:3]1[CH:11]=[CH:10][C:6]([C:7]([OH:9])=[O:8])=[CH:5][CH:4]=1)[NH2:2].[CH3:12][C:13](=O)[CH2:14][C:15](=O)[CH3:16]. (2) Given the product [Br:1][C:2]1[CH:10]=[C:9]([Cl:11])[CH:8]=[CH:7][C:3]=1[CH2:4][C:21]([O:16][CH2:12][C:13]1[CH:29]=[CH:28][CH:34]=[CH:30][CH:31]=1)=[O:22], predict the reactants needed to synthesize it. The reactants are: [Br:1][C:2]1[CH:10]=[C:9]([Cl:11])[CH:8]=[CH:7][C:3]=1[C:4](O)=O.[C:12](Cl)(=[O:16])[C:13](Cl)=O.CN([CH:21]=[O:22])C.C(N([CH2:28][CH3:29])CC)C.[CH2:30]1[CH2:34]OC[CH2:31]1. (3) Given the product [C:27]([N:26]1[CH2:29][CH2:31][CH:5]([NH:7][S:18]([C:11]2[C:12]3[C:17](=[CH:16][CH:15]=[CH:14][CH:13]=3)[C:8]([NH:7][C:5](=[O:6])[C:4]3[CH:22]=[CH:23][CH:24]=[CH:25][C:3]=3[O:2][CH3:1])=[CH:9][CH:10]=2)(=[O:20])=[O:19])[CH2:4][CH2:3]1)(=[O:28])[CH2:9][CH2:8][CH3:17], predict the reactants needed to synthesize it. The reactants are: [CH3:1][O:2][C:3]1[CH:25]=[CH:24][CH:23]=[CH:22][C:4]=1[C:5]([NH:7][C:8]1[C:17]2[C:12](=[CH:13][CH:14]=[CH:15][CH:16]=2)[C:11]([S:18](Cl)(=[O:20])=[O:19])=[CH:10][CH:9]=1)=[O:6].[N:26]([CH:29]([CH3:31])C)=[C:27]=[O:28]. (4) Given the product [F:11][C:12]([F:26])([F:27])[C:13]1[CH:14]=[C:15]([C:2]2[S:3][C:4]([C:7]([O:9][CH3:10])=[O:8])=[CH:5][N:6]=2)[CH:16]=[C:17]([C:19]([F:20])([F:21])[F:22])[CH:18]=1, predict the reactants needed to synthesize it. The reactants are: Br[C:2]1[S:3][C:4]([C:7]([O:9][CH3:10])=[O:8])=[CH:5][N:6]=1.[F:11][C:12]([F:27])([F:26])[C:13]1[CH:14]=[C:15](B(O)O)[CH:16]=[C:17]([C:19]([F:22])([F:21])[F:20])[CH:18]=1. (5) Given the product [Br:12][C:7]1[CH:6]=[C:5]2[C:10](=[CH:9][CH:8]=1)[NH:1][CH2:2][CH2:3][C:4]2=[O:11], predict the reactants needed to synthesize it. The reactants are: [NH:1]1[C:10]2[C:5](=[CH:6][CH:7]=[CH:8][CH:9]=2)[C:4](=[O:11])[CH2:3][CH2:2]1.[Br:12]N1C(=O)CCC1=O. (6) Given the product [Br:1][C:2]1[N:3]2[N:22]=[N:17][N:16]=[C:4]2[C:5]([N:9]2[CH2:10][CH2:11][N:12]([CH3:15])[CH2:13][CH2:14]2)=[N:6][C:7]=1[CH3:8], predict the reactants needed to synthesize it. The reactants are: [Br:1][C:2]1[C:7]([CH3:8])=[N:6][C:5]([N:9]2[CH2:14][CH2:13][N:12]([CH3:15])[CH2:11][CH2:10]2)=[C:4]([NH:16][NH2:17])[N:3]=1.CC(O)=O.[N:22]([O-])=O.[Na+]. (7) The reactants are: [NH2:1][C@@H:2]1[CH2:6][O:5][CH2:4][C@H:3]1[NH:7][C:8](=[O:14])[O:9][C:10]([CH3:13])([CH3:12])[CH3:11].Cl[C:16]1[S:17][C:18]2[CH:24]=[C:23]([F:25])[CH:22]=[CH:21][C:19]=2[N:20]=1.CCN(C(C)C)C(C)C. Given the product [F:25][C:23]1[CH:22]=[CH:21][C:19]2[N:20]=[C:16]([NH:1][C@@H:2]3[CH2:6][O:5][CH2:4][C@H:3]3[NH:7][C:8](=[O:14])[O:9][C:10]([CH3:11])([CH3:13])[CH3:12])[S:17][C:18]=2[CH:24]=1, predict the reactants needed to synthesize it. (8) Given the product [CH:3]([C:4]1[CH:13]=[CH:12][C:11]2[C:6](=[CH:7][CH:8]=[CH:9][CH:10]=2)[C:5]=1[S:14]([O-:17])(=[O:15])=[O:16])=[CH2:2].[Na+:19], predict the reactants needed to synthesize it. The reactants are: Br[CH2:2][CH2:3][C:4]1[CH:13]=[CH:12][C:11]2[C:6](=[CH:7][CH:8]=[CH:9][CH:10]=2)[C:5]=1[S:14]([OH:17])(=[O:16])=[O:15].[OH-].[Na+:19]. (9) Given the product [CH3:1][C:2]1[C:10]([CH3:11])=[CH:9][CH:8]=[CH:7][C:3]=1[C:4]([NH:34][CH2:33][C:29]1[CH:28]=[C:27]([CH:32]=[CH:31][CH:30]=1)[O:26][C:23]1[CH:24]=[CH:25][C:20]([O:19][C:16]([CH3:18])([CH3:17])[C:15]([OH:37])=[O:14])=[C:21]([CH3:35])[CH:22]=1)=[O:6], predict the reactants needed to synthesize it. The reactants are: [CH3:1][C:2]1[C:10]([CH3:11])=[CH:9][CH:8]=[CH:7][C:3]=1[C:4]([OH:6])=O.C([O:14][C:15](=[O:37])[C:16]([O:19][C:20]1[CH:25]=[CH:24][C:23]([O:26][C:27]2[CH:32]=[CH:31][CH:30]=[C:29]([CH2:33][NH2:34])[CH:28]=2)=[CH:22][C:21]=1[CH2:35]C)([CH3:18])[CH3:17])C.